From a dataset of Reaction yield outcomes from USPTO patents with 853,638 reactions. Predict the reaction yield, written as a fraction of the theoretical maximum amount of product (1.0 means a 100% yield; for example, 0.34 means a 34% yield). (1) The reactants are [Br:1][C:2]1[CH:9]=[CH:8][C:5]([C:6]#[N:7])=[C:4](F)[CH:3]=1.Cl.[CH2:12]([NH:19][NH2:20])[C:13]1[CH:18]=[CH:17][CH:16]=[CH:15][CH:14]=1.C(N(C(C)C)CC)(C)C. The catalyst is C(O)CCC. The product is [CH2:12]([N:19]1[C:6]([NH2:7])=[C:5]2[C:4]([CH:3]=[C:2]([Br:1])[CH:9]=[CH:8]2)=[N:20]1)[C:13]1[CH:18]=[CH:17][CH:16]=[CH:15][CH:14]=1. The yield is 0.500. (2) The reactants are [Cl:1][C:2]1[CH:7]=[CH:6][C:5]([C:8]2[O:9][C:10]3[C:11](=[C:13]([C:17]([OH:19])=O)[CH:14]=[CH:15][CH:16]=3)[N:12]=2)=[C:4]([CH3:20])[CH:3]=1.Cl.C(N=C=NCCCN(C)C)C.ON1C2C=CC=CC=2N=N1.Cl.Cl.[NH2:45][C@H:46]1[CH:51]2[CH2:52][CH2:53][N:48]([CH2:49][CH2:50]2)[CH2:47]1.C(N(CC)CC)C. The catalyst is CN(C=O)C.ClCCl. The product is [N:48]12[CH2:53][CH2:52][CH:51]([CH2:50][CH2:49]1)[C@H:46]([NH:45][C:17]([C:13]1[CH:14]=[CH:15][CH:16]=[C:10]3[O:9][C:8]([C:5]4[CH:6]=[CH:7][C:2]([Cl:1])=[CH:3][C:4]=4[CH3:20])=[N:12][C:11]=13)=[O:19])[CH2:47]2. The yield is 0.190.